From a dataset of Full USPTO retrosynthesis dataset with 1.9M reactions from patents (1976-2016). Predict the reactants needed to synthesize the given product. Given the product [F:1][C:2]1[CH:3]=[CH:4][C:5]2[N:14]([CH3:15])[CH2:13][C:12]3[C:8]4[C:9](=[N:26][CH:27]=[CH:28][C:7]=4[C:6]=2[CH:29]=1)[N:10]([S:16]([C:19]1[CH:25]=[CH:24][C:22]([CH3:23])=[CH:21][CH:20]=1)(=[O:17])=[O:18])[C:11]=3[I:38], predict the reactants needed to synthesize it. The reactants are: [F:1][C:2]1[CH:3]=[CH:4][C:5]2[N:14]([CH3:15])[CH2:13][C:12]3[C:8]4[C:9](=[N:26][CH:27]=[CH:28][C:7]=4[C:6]=2[CH:29]=1)[N:10]([S:16]([C:19]1[CH:25]=[CH:24][C:22]([CH3:23])=[CH:21][CH:20]=1)(=[O:18])=[O:17])[CH:11]=3.C([N-]C(C)C)(C)C.[Li+].[I:38]I.